Predict which catalyst facilitates the given reaction. From a dataset of Catalyst prediction with 721,799 reactions and 888 catalyst types from USPTO. (1) Product: [OH:1][C:2]1[C:7]2[C@@:8]3([OH:45])[C@@:21]([O:25][CH3:26])([C@H:22]([OH:24])[CH2:23][C:6]=2[CH:5]=[C:4]([CH3:46])[C:3]=1[C:47]([O:49][CH3:50])=[O:48])[C:20](=[O:27])[C:19]1[C:10](=[CH:11][C:12]2[C:13](=[O:43])[C:14]([NH:30][C@@H:31]4[C@H:36]([O:37][CH3:38])[C@H:35]([OH:39])[C@@H:34]([O:40][CH3:41])[C@H:33]([CH3:42])[O:32]4)=[CH:15]/[C:16](=[N:52]\[CH3:51])/[C:17]=2[C:18]=1[OH:28])[C:9]3=[O:44]. Reactant: [OH:1][C:2]1[C:7]2[C@@:8]3([OH:45])[C@@:21]([O:25][CH3:26])([C@H:22]([OH:24])[CH2:23][C:6]=2[CH:5]=[C:4]([CH3:46])[C:3]=1[C:47]([O:49][CH3:50])=[O:48])[C:20](=[O:27])[C:19]1[C:10](=[CH:11][C:12]2[C:13](=[O:43])[C:14]([NH:30][C@@H:31]4[C@H:36]([O:37][CH3:38])[C@H:35]([OH:39])[C@@H:34]([O:40][CH3:41])[C@H:33]([CH3:42])[O:32]4)=[CH:15][C:16](=O)[C:17]=2[C:18]=1[OH:28])[C:9]3=[O:44].[CH3:51][NH2:52]. The catalyst class is: 5. (2) Reactant: C([NH:8][O:9][CH2:10][CH2:11][CH2:12][CH2:13][CH2:14][CH2:15][Br:16])(OC(C)(C)C)=O.[F:17][C:18]([F:23])([F:22])[C:19]([OH:21])=[O:20]. Product: [F:17][C:18]([F:23])([F:22])[C:19]([OH:21])=[O:20].[Br:16][CH2:15][CH2:14][CH2:13][CH2:12][CH2:11][CH2:10][O:9][NH2:8]. The catalyst class is: 4.